Task: Predict the reactants needed to synthesize the given product.. Dataset: Full USPTO retrosynthesis dataset with 1.9M reactions from patents (1976-2016) (1) Given the product [CH3:9][C:4]1[CH:3]=[C:2]([C:12]#[C:11][CH2:10][N:13]2[CH2:18][CH2:17][O:16][CH2:15][CH2:14]2)[CH:8]=[CH:7][C:5]=1[NH2:6], predict the reactants needed to synthesize it. The reactants are: I[C:2]1[CH:8]=[CH:7][C:5]([NH2:6])=[C:4]([CH3:9])[CH:3]=1.[CH2:10]([N:13]1[CH2:18][CH2:17][O:16][CH2:15][CH2:14]1)[C:11]#[CH:12]. (2) Given the product [F:1][C:2]1[CH:3]=[C:4]([CH:19]2[CH2:20][CH2:21][C:17](=[O:22])[CH2:18]2)[CH:5]=[CH:6][CH:7]=1, predict the reactants needed to synthesize it. The reactants are: [F:1][C:2]1[CH:3]=[C:4](B(O)O)[CH:5]=[CH:6][CH:7]=1.C(=O)([O-])[O-].[Na+].[Na+].[C:17]1(=[O:22])[CH2:21][CH2:20][CH:19]=[CH:18]1.O.